From a dataset of Reaction yield outcomes from USPTO patents with 853,638 reactions. Predict the reaction yield, written as a fraction of the theoretical maximum amount of product (1.0 means a 100% yield; for example, 0.34 means a 34% yield). (1) The reactants are [N+:1]([C:4]1[CH:14]=[CH:13][C:7]([C:8](OCC)=[O:9])=[CH:6][CH:5]=1)([O-:3])=[O:2].O.[NH2:16][NH2:17]. The catalyst is C(O)C. The product is [N+:1]([C:4]1[CH:14]=[CH:13][C:7]([C:8]([NH:16][NH2:17])=[O:9])=[CH:6][CH:5]=1)([O-:3])=[O:2]. The yield is 0.880. (2) The reactants are [F:1][C:2]1[CH:3]=[CH:4][C:5]2[N:6]([CH2:15][CH2:16][O:17][CH2:18][CH2:19][O:20][CH3:21])[C:7]3[C:12]([C:13]=2[CH:14]=1)=[CH:11][CH:10]=[CH:9][CH:8]=3.C1C(=O)N([Br:29])C(=O)C1. The catalyst is C(Cl)(Cl)Cl. The product is [Br:29][C:10]1[CH:9]=[CH:8][C:7]2[N:6]([CH2:15][CH2:16][O:17][CH2:18][CH2:19][O:20][CH3:21])[C:5]3[C:13]([C:12]=2[CH:11]=1)=[CH:14][C:2]([F:1])=[CH:3][CH:4]=3. The yield is 0.840. (3) The reactants are [F:1][B-:2]([F:5])([F:4])[F:3].[H+].[N:7]1[CH:12]=[CH:11][CH:10]=[CH:9][CH:8]=1. No catalyst specified. The product is [F:1][B-:2]([F:5])([F:4])[F:3].[NH+:7]1[CH:12]=[CH:11][CH:10]=[CH:9][CH:8]=1. The yield is 0.600. (4) The product is [CH2:2]1[NH:1][C:8](=[O:9])[N:4]2[CH2:5][CH2:6][CH2:7][C@@H:3]12. The reactants are [NH2:1][CH2:2][C@@H:3]1[CH2:7][CH2:6][CH2:5][NH:4]1.[C:8](N1C=CN=C1)(N1C=CN=C1)=[O:9]. The catalyst is C(Cl)Cl. The yield is 0.500. (5) The reactants are [CH3:1][C@H:2]1[CH2:7][NH:6][CH2:5][C@@H:4]([CH3:8])[NH:3]1.C(N(CC)CC)C.[CH3:16][S:17](Cl)(=[O:19])=[O:18]. The yield is 0.810. The catalyst is ClCCl. The product is [CH3:16][S:17]([N:6]1[CH2:5][C@@H:4]([CH3:8])[NH:3][C@@H:2]([CH3:1])[CH2:7]1)(=[O:19])=[O:18]. (6) The reactants are [Na].[CH2:2]([O:4][C:5]([C:7]1[NH:8][N:9]=[CH:10][C:11]=1[C:12]([O:14][CH2:15][CH3:16])=[O:13])=[O:6])[CH3:3].[CH2:17](I)[CH3:18]. The catalyst is C(O)C.C([O-])C.[Na+]. The product is [CH2:2]([O:4][C:5]([C:7]1[N:8]([CH2:17][CH3:18])[N:9]=[CH:10][C:11]=1[C:12]([O:14][CH2:15][CH3:16])=[O:13])=[O:6])[CH3:3]. The yield is 0.310. (7) The reactants are [CH3:1][N:2]1[CH:10]=[C:9]2[C:4]([CH:5]=[CH:6][CH:7]=[C:8]2[NH2:11])=[N:3]1.[F:12][C:13]([F:26])([F:25])[O:14][C:15]1[CH:24]=[CH:23][C:18]([CH2:19][N:20]=[C:21]=[O:22])=[CH:17][CH:16]=1. No catalyst specified. The product is [CH3:1][N:2]1[CH:10]=[C:9]2[C:4]([CH:5]=[CH:6][CH:7]=[C:8]2[NH:11][C:21]([NH:20][CH2:19][C:18]2[CH:17]=[CH:16][C:15]([O:14][C:13]([F:12])([F:26])[F:25])=[CH:24][CH:23]=2)=[O:22])=[N:3]1. The yield is 0.430.